From a dataset of Full USPTO retrosynthesis dataset with 1.9M reactions from patents (1976-2016). Predict the reactants needed to synthesize the given product. (1) Given the product [CH3:50][O:51][C:52](=[O:80])[C@@H:53]([NH:56][C:57]([C:59]1[C:60]([CH3:79])=[N:61][C:62]([NH:66][CH2:67][CH2:68][CH2:69][C:70]2[CH:78]=[CH:77][CH:76]=[C:75]3[C:71]=2[CH:72]=[N:73][NH:74]3)=[N:63][C:64]=1[CH3:65])=[O:58])[CH2:54][NH:55][C:6]([C:2]1[S:1][CH:5]=[CH:4][CH:3]=1)=[O:8], predict the reactants needed to synthesize it. The reactants are: [S:1]1[CH:5]=[CH:4][CH:3]=[C:2]1[C:6]([OH:8])=O.CN(C(ON1N=NC2C=CC=CC1=2)=[N+](C)C)C.F[P-](F)(F)(F)(F)F.C1C=CC2N(O)N=NC=2C=1.C(N(CC)CC)C.[CH3:50][O:51][C:52](=[O:80])[C@@H:53]([NH:56][C:57]([C:59]1[C:60]([CH3:79])=[N:61][C:62]([NH:66][CH2:67][CH2:68][CH2:69][C:70]2[CH:78]=[CH:77][CH:76]=[C:75]3[C:71]=2[CH:72]=[N:73][NH:74]3)=[N:63][C:64]=1[CH3:65])=[O:58])[CH2:54][NH2:55]. (2) Given the product [Br:1][C:2]1[CH:3]=[C:4]([C:8](=[O:22])[C:9]([C:10]2[CH:11]=[CH:12][C:13]3[O:17][CH2:16][CH2:15][C:14]=3[CH:18]=2)=[O:19])[CH:5]=[CH:6][CH:7]=1, predict the reactants needed to synthesize it. The reactants are: [Br:1][C:2]1[CH:3]=[C:4]([C:8]#[C:9][C:10]2[CH:11]=[CH:12][C:13]3[O:17][CH2:16][CH2:15][C:14]=3[CH:18]=2)[CH:5]=[CH:6][CH:7]=1.[OH2:19].CS(C)=[O:22].